This data is from Full USPTO retrosynthesis dataset with 1.9M reactions from patents (1976-2016). The task is: Predict the reactants needed to synthesize the given product. (1) Given the product [F:33][CH:32]([F:34])[O:17][CH:16]=[C:15]([C:18]1[CH:27]=[CH:26][C:25]2[CH2:24][CH2:23][CH2:22][CH2:21][C:20]=2[CH:19]=1)[C:14]([NH:13][CH2:12][CH2:11][C:5]1[CH:6]=[CH:7][C:8]([O:9][CH3:10])=[C:3]([O:2][CH3:1])[CH:4]=1)=[O:28], predict the reactants needed to synthesize it. The reactants are: [CH3:1][O:2][C:3]1[CH:4]=[C:5]([CH2:11][CH2:12][NH:13][C:14](=[O:28])[C:15]([C:18]2[CH:27]=[CH:26][C:25]3[CH2:24][CH2:23][CH2:22][CH2:21][C:20]=3[CH:19]=2)=[CH:16][OH:17])[CH:6]=[CH:7][C:8]=1[O:9][CH3:10].[OH-].[K+].Cl[CH:32]([F:34])[F:33]. (2) Given the product [CH:38]1([NH:39][C:22]([C:21]2[CH:20]=[N:19][N:16]3[CH:17]=[CH:18][C:13]([N:9]4[CH2:10][CH2:11][CH2:12][C@@H:8]4[C:4]4[CH:5]=[N:6][CH:7]=[C:2]([F:1])[CH:3]=4)=[N:14][C:15]=23)=[O:23])[CH2:36][CH2:37]1, predict the reactants needed to synthesize it. The reactants are: [F:1][C:2]1[CH:3]=[C:4]([C@H:8]2[CH2:12][CH2:11][CH2:10][N:9]2[C:13]2[CH:18]=[CH:17][N:16]3[N:19]=[CH:20][C:21]([C:22](O)=[O:23])=[C:15]3[N:14]=2)[CH:5]=[N:6][CH:7]=1.CN(C(ON1N=NC2[CH:36]=[CH:37][CH:38]=[N:39]C1=2)=[N+](C)C)C.F[P-](F)(F)(F)(F)F.C1(N)CC1.C(N(C(C)C)CC)(C)C. (3) Given the product [C:11]([O:15][C:16]([N:18]1[CH2:23][CH2:22][CH:21]([CH:24]=[O:25])[CH2:20][CH2:19]1)=[O:17])([CH3:14])([CH3:13])[CH3:12], predict the reactants needed to synthesize it. The reactants are: C(Cl)(=O)C(Cl)=O.CS(C)=O.[C:11]([O:15][C:16]([N:18]1[CH2:23][CH2:22][CH:21]([CH2:24][OH:25])[CH2:20][CH2:19]1)=[O:17])([CH3:14])([CH3:13])[CH3:12].[Cl-].[NH4+]. (4) Given the product [CH:2]1[CH:8]=[CH:7][C:5]([NH:6][C:10]([F:33])([F:9])[C:11]([F:31])([F:32])[C:12]([F:29])([F:30])[C:13]([F:27])([F:28])[C:14]([F:25])([F:26])[C:15]([F:24])([F:23])[C:16]([F:22])([F:21])[C:17]([F:20])([F:19])[F:18])=[CH:4][CH:3]=1, predict the reactants needed to synthesize it. The reactants are: I[C:2]1[CH:8]=[CH:7][C:5]([NH2:6])=[CH:4][CH:3]=1.[F:9][C:10](I)([F:33])[C:11]([F:32])([F:31])[C:12]([F:30])([F:29])[C:13]([F:28])([F:27])[C:14]([F:26])([F:25])[C:15]([F:24])([F:23])[C:16]([F:22])([F:21])[C:17]([F:20])([F:19])[F:18]. (5) Given the product [C:18]([C:16]1[Se:15][C:14]([C:22]([NH2:24])=[O:23])=[C:13]([NH:12][C:2]2[C:3]3[CH:11]=[CH:10][CH:9]=[N:8][C:4]=3[N:5]=[CH:6][N:7]=2)[CH:17]=1)([CH3:21])([CH3:19])[CH3:20], predict the reactants needed to synthesize it. The reactants are: Cl[C:2]1[C:3]2[CH:11]=[CH:10][CH:9]=[N:8][C:4]=2[N:5]=[CH:6][N:7]=1.[NH2:12][C:13]1[CH:17]=[C:16]([C:18]([CH3:21])([CH3:20])[CH3:19])[Se:15][C:14]=1[C:22]([NH2:24])=[O:23].CN(C=O)C.[OH-].[Na+]. (6) The reactants are: [N+:1]([C:4]1[CH:15]=[CH:14][C:7]([CH2:8][C@@H:9]([C:11]([OH:13])=[O:12])[NH2:10])=[CH:6][CH:5]=1)([O-:3])=[O:2].[C:16]([O:20][C:21](O[C:21]([O:20][C:16]([CH3:19])([CH3:18])[CH3:17])=[O:22])=[O:22])([CH3:19])([CH3:18])[CH3:17]. Given the product [C:21]([NH:10][C@H:9]([C:11]([OH:13])=[O:12])[CH2:8][C:7]1[CH:6]=[CH:5][C:4]([N+:1]([O-:3])=[O:2])=[CH:15][CH:14]=1)([O:20][C:16]([CH3:19])([CH3:18])[CH3:17])=[O:22], predict the reactants needed to synthesize it. (7) Given the product [N+:1]([C:4]1[CH:9]=[CH:8][C:7]([C:10]2([CH2:16][NH2:17])[CH2:15][CH2:14][O:13][CH2:12][CH2:11]2)=[CH:6][CH:5]=1)([O-:3])=[O:2], predict the reactants needed to synthesize it. The reactants are: [N+:1]([C:4]1[CH:9]=[CH:8][C:7]([C:10]2([C:16]#[N:17])[CH2:15][CH2:14][O:13][CH2:12][CH2:11]2)=[CH:6][CH:5]=1)([O-:3])=[O:2].[BH4-].[Na+]. (8) The reactants are: [CH2:1]([O:3][C:4](=[O:14])[CH2:5][O:6][C:7]1[CH:12]=[CH:11][C:10]([OH:13])=[CH:9][CH:8]=1)[CH3:2].[Br:15]Br. Given the product [CH2:1]([O:3][C:4](=[O:14])[CH2:5][O:6][C:7]1[CH:12]=[CH:11][C:10]([OH:13])=[C:9]([Br:15])[CH:8]=1)[CH3:2], predict the reactants needed to synthesize it.